Dataset: Reaction yield outcomes from USPTO patents with 853,638 reactions. Task: Predict the reaction yield, written as a fraction of the theoretical maximum amount of product (1.0 means a 100% yield; for example, 0.34 means a 34% yield). (1) The reactants are [CH3:1][C:2]1[C:6]([CH2:7][N:8]2[CH:12]=[C:11]([N:13]3[C:17](=[O:18])[CH2:16][NH:15][C:14]3=[O:19])[CH:10]=[N:9]2)=[C:5]([CH3:20])[O:4][N:3]=1.Br[CH2:22][CH:23]1[CH2:28][CH2:27][CH2:26][CH2:25][CH2:24]1. No catalyst specified. The product is [CH:23]1([CH2:22][N:15]2[CH2:16][C:17](=[O:18])[N:13]([C:11]3[CH:10]=[N:9][N:8]([CH2:7][C:6]4[C:2]([CH3:1])=[N:3][O:4][C:5]=4[CH3:20])[CH:12]=3)[C:14]2=[O:19])[CH2:28][CH2:27][CH2:26][CH2:25][CH2:24]1. The yield is 0.200. (2) The reactants are [Br:1][C:2]1[C:3]([OH:16])=[C:4]2[C:9](=[CH:10][CH:11]=1)[N:8]([C:12](=[O:14])[CH3:13])[C@@H:7]([CH3:15])[CH2:6][CH2:5]2.CS(O[CH2:22][CH:23]([Cl:25])[Cl:24])(=O)=O.C(=O)([O-])[O-].[K+].[K+]. The catalyst is CN(C)C=O. The product is [Br:1][C:2]1[C:3]([O:16][CH2:22][CH:23]([Cl:25])[Cl:24])=[C:4]2[C:9](=[CH:10][CH:11]=1)[N:8]([C:12](=[O:14])[CH3:13])[C@@H:7]([CH3:15])[CH2:6][CH2:5]2. The yield is 0.460.